The task is: Predict the product of the given reaction.. This data is from Forward reaction prediction with 1.9M reactions from USPTO patents (1976-2016). (1) Given the reactants [C:1]([C:5]1[N:10]=[CH:9][C:8]([C:11]2[N:12]([C:32](Cl)=[O:33])[C@@:13]([C:25]3[CH:30]=[CH:29][C:28]([Cl:31])=[CH:27][CH:26]=3)([CH3:24])[C@@:14]([C:17]3[CH:22]=[CH:21][C:20]([Cl:23])=[CH:19][CH:18]=3)([CH3:16])[N:15]=2)=[C:7]([O:35][CH2:36][CH3:37])[CH:6]=1)([CH3:4])([CH3:3])[CH3:2].Cl.[O:39]=[C:40]1[NH:45][CH2:44][CH2:43][N:42]([CH:46]2[CH2:51][CH2:50][NH:49][CH2:48][CH2:47]2)[CH2:41]1, predict the reaction product. The product is: [C:1]([C:5]1[N:10]=[CH:9][C:8]([C:11]2[N:12]([C:32]([N:49]3[CH2:48][CH2:47][CH:46]([N:42]4[CH2:43][CH2:44][NH:45][C:40](=[O:39])[CH2:41]4)[CH2:51][CH2:50]3)=[O:33])[C@@:13]([C:25]3[CH:30]=[CH:29][C:28]([Cl:31])=[CH:27][CH:26]=3)([CH3:24])[C@@:14]([C:17]3[CH:18]=[CH:19][C:20]([Cl:23])=[CH:21][CH:22]=3)([CH3:16])[N:15]=2)=[C:7]([O:35][CH2:36][CH3:37])[CH:6]=1)([CH3:2])([CH3:3])[CH3:4]. (2) Given the reactants Cl[C:2]1[N:7]=[CH:6][C:5]([I:8])=[CH:4][N:3]=1.[NH:9]1[CH2:14][CH2:13][CH:12]([C:15]2[CH:20]=[CH:19][C:18]([C@@H:21]([NH:23][C:24]([CH:26]3[CH2:28][CH2:27]3)=[O:25])[CH3:22])=[CH:17][CH:16]=2)[CH2:11][CH2:10]1.CCN(C(C)C)C(C)C.O, predict the reaction product. The product is: [I:8][C:5]1[CH:4]=[N:3][C:2]([N:9]2[CH2:14][CH2:13][CH:12]([C:15]3[CH:20]=[CH:19][C:18]([C@@H:21]([NH:23][C:24]([CH:26]4[CH2:27][CH2:28]4)=[O:25])[CH3:22])=[CH:17][CH:16]=3)[CH2:11][CH2:10]2)=[N:7][CH:6]=1.